From a dataset of Reaction yield outcomes from USPTO patents with 853,638 reactions. Predict the reaction yield, written as a fraction of the theoretical maximum amount of product (1.0 means a 100% yield; for example, 0.34 means a 34% yield). (1) The reactants are FC1C=C(NC(C2(C(NC3C=CC(F)=CC=3)=O)CC2)=O)C=CC=1OC1C2C(=CC(OC)=C(OC)C=2)[N:12]=[C:11](NC)C=1.[CH3:41][O:42][C:43]1[CH:44]=[C:45]([NH:51][C:52](SC)=[C:53]2[C:58](=[O:59])[O:57][C:56]([CH3:61])([CH3:60])[O:55][C:54]2=[O:62])[CH:46]=[CH:47][C:48]=1[O:49][CH3:50].CN. The catalyst is C1COCC1.Cl[Hg]Cl. The product is [CH3:41][O:42][C:43]1[CH:44]=[C:45]([NH:51][C:52]([NH:12][CH3:11])=[C:53]2[C:58](=[O:59])[O:57][C:56]([CH3:61])([CH3:60])[O:55][C:54]2=[O:62])[CH:46]=[CH:47][C:48]=1[O:49][CH3:50]. The yield is 0.990. (2) The reactants are C[O:2][C:3]([C:5]1[S:6][CH:7]=[C:8]([CH3:29])[C:9]=1[N:10]([CH2:22][C:23]1[CH:28]=[CH:27][CH:26]=[CH:25][CH:24]=1)[S:11]([C:14]1[CH:19]=[CH:18][C:17]([O:20][CH3:21])=[CH:16][CH:15]=1)(=[O:13])=[O:12])=[O:4]. The catalyst is CCOCC. The product is [CH2:22]([N:10]([S:11]([C:14]1[CH:19]=[CH:18][C:17]([O:20][CH3:21])=[CH:16][CH:15]=1)(=[O:13])=[O:12])[C:9]1[C:8]([CH3:29])=[CH:7][S:6][C:5]=1[C:3]([OH:4])=[O:2])[C:23]1[CH:28]=[CH:27][CH:26]=[CH:25][CH:24]=1. The yield is 0.870. (3) The reactants are C1(C)C(C)=CC=CC=1.[NH2:9][C:10]1[CH:15]=[CH:14][CH:13]=[CH:12][CH:11]=1.Br[C:17]1[CH:18]=[CH:19][C:20]2[N:21]([C:30]3[CH:35]=[CH:34][CH:33]=[CH:32][CH:31]=3)[C:22]3[C:27]([C:28]=2[CH:29]=1)=[CH:26][CH:25]=[CH:24][CH:23]=3.CC(C)([O-])C.[Na+]. The catalyst is C1C=CC(/C=C/C(/C=C/C2C=CC=CC=2)=O)=CC=1.C1C=CC(/C=C/C(/C=C/C2C=CC=CC=2)=O)=CC=1.[Pd].[CH-]1C(P(C2C=CC=CC=2)C2C=CC=CC=2)=CC=C1.[CH-]1C(P(C2C=CC=CC=2)C2C=CC=CC=2)=CC=C1.[Fe+2].C1(C)C=CC=CC=1. The product is [C:10]1([NH:9][C:25]2[CH:24]=[CH:23][C:22]3[N:21]([C:30]4[CH:35]=[CH:34][CH:33]=[CH:32][CH:31]=4)[C:20]4[C:28]([C:27]=3[CH:26]=2)=[CH:29][CH:17]=[CH:18][CH:19]=4)[CH:15]=[CH:14][CH:13]=[CH:12][CH:11]=1. The yield is 0.750.